From a dataset of Reaction yield outcomes from USPTO patents with 853,638 reactions. Predict the reaction yield, written as a fraction of the theoretical maximum amount of product (1.0 means a 100% yield; for example, 0.34 means a 34% yield). (1) The reactants are [F:1][C:2]([F:36])([F:35])[C:3]1[CH:4]=[C:5]([C:13]([CH3:34])([CH3:33])[C:14]([N:16]([C:18]2[CH:19]=[N:20][C:21](Cl)=[CH:22][C:23]=2[C:24]2[CH:29]=[CH:28][C:27]([F:30])=[CH:26][C:25]=2[CH3:31])[CH3:17])=[O:15])[CH:6]=[C:7]([C:9]([F:12])([F:11])[F:10])[CH:8]=1.[OH-].[Na+].[C:39]1([CH3:45])[CH:44]=CC=CC=1. The product is [F:1][C:2]([F:36])([F:35])[C:3]1[CH:4]=[C:5]([C:13]([CH3:34])([CH3:33])[C:14]([N:16]([C:18]2[CH:19]=[N:20][C:21]([N:20]3[CH2:19][CH:18]([CH3:23])[NH:16][CH2:44][CH:39]3[CH3:45])=[CH:22][C:23]=2[C:24]2[CH:29]=[CH:28][C:27]([F:30])=[CH:26][C:25]=2[CH3:31])[CH3:17])=[O:15])[CH:6]=[C:7]([C:9]([F:12])([F:11])[F:10])[CH:8]=1. The yield is 0.420. The catalyst is [Br-].C([N+](C)(C)C)CCCCCCCCCCCCCCC.CC(C)([P](C(C)(C)C)([Pd][P](C(C)(C)C)(C(C)(C)C)C(C)(C)C)C(C)(C)C)C. (2) The reactants are [Br:1][C:2]1[CH:7]=[CH:6][C:5]([OH:8])=[CH:4][CH:3]=1.Br[CH2:10][C:11]([CH3:15])([CH3:14])[CH2:12][OH:13].C(=O)([O-])[O-].[K+].[K+]. The catalyst is CN(C=O)C. The product is [Br:1][C:2]1[CH:7]=[CH:6][C:5]([O:8][CH2:10][C:11]([CH3:15])([CH3:14])[CH2:12][OH:13])=[CH:4][CH:3]=1. The yield is 0.290. (3) The reactants are I[C:2]1[CH:6]=[CH:5][N:4]([CH3:7])[N:3]=1.C([Sn](CCCC)(CCCC)[C:13](=[CH2:24])[C:14]([O:16][CH2:17][C:18]1[CH:23]=[CH:22][CH:21]=[CH:20][CH:19]=1)=[O:15])CCC. The catalyst is C1COCC1.C1C=CC([P]([Pd]([P](C2C=CC=CC=2)(C2C=CC=CC=2)C2C=CC=CC=2)([P](C2C=CC=CC=2)(C2C=CC=CC=2)C2C=CC=CC=2)[P](C2C=CC=CC=2)(C2C=CC=CC=2)C2C=CC=CC=2)(C2C=CC=CC=2)C2C=CC=CC=2)=CC=1.[Cu]Cl. The product is [CH3:7][N:4]1[CH:5]=[CH:6][C:2]([C:13](=[CH2:24])[C:14]([O:16][CH2:17][C:18]2[CH:23]=[CH:22][CH:21]=[CH:20][CH:19]=2)=[O:15])=[N:3]1. The yield is 0.660. (4) The reactants are C([O:9][C@H:10]1[C@:14]([F:16])([CH3:15])[C@H:13]([N:17]2[CH:25]=[N:24][C:23]3[C:18]2=[N:19][C:20]([NH2:27])=[N:21][C:22]=3Cl)[O:12][C@@H:11]1[CH2:28][O:29]C(=O)C1C=CC=CC=1)(=O)C1C=CC=CC=1.C[O-].[Na+].C[C:42](O)=[O:43]. The catalyst is CO. The product is [NH2:27][C:20]1[N:19]=[C:18]2[C:23]([N:24]=[CH:25][N:17]2[C@@H:13]2[O:12][C@H:11]([CH2:28][OH:29])[C@@H:10]([OH:9])[C@:14]2([F:16])[CH3:15])=[C:22]([O:43][CH3:42])[N:21]=1. The yield is 0.683. (5) The yield is 0.980. The catalyst is O1CCOCC1.COCCOC. The product is [CH3:1][O:2][C:3](=[O:17])[NH:4][C:5]1[O:6][C:7]2[C:13]([C:24]3[CH:25]=[CH:26][C:21]([F:20])=[CH:22][CH:23]=3)=[CH:12][CH:11]=[C:10]([O:15][CH3:16])[C:8]=2[N:9]=1. The reactants are [CH3:1][O:2][C:3](=[O:17])[NH:4][C:5]1[O:6][C:7]2[C:13](I)=[CH:12][CH:11]=[C:10]([O:15][CH3:16])[C:8]=2[N:9]=1.[Cl-].[Li+].[F:20][C:21]1[CH:26]=[CH:25][C:24](B(O)O)=[CH:23][CH:22]=1.C(=O)(O)[O-].[Na+]. (6) The reactants are [CH:1]([N:4]1[CH:8]=[CH:7][C:6]([CH:9]([N:14]2[CH2:20][CH2:19][CH2:18][N:17]([C:21]3[C:22]([O:31][CH3:32])=[CH:23][CH:24]=[C:25]4[C:30]=3[N:29]=[CH:28][CH:27]=[CH:26]4)[CH2:16][CH2:15]2)[CH2:10][C:11]([OH:13])=O)=[N:5]1)([CH3:3])[CH3:2].[N:33]1([CH2:38][CH2:39][NH2:40])[CH2:37][CH2:36][CH2:35][CH2:34]1.C(N(CC)C(C)C)(C)C.CN(C(ON1N=NC2C=CC=NC1=2)=[N+](C)C)C.F[P-](F)(F)(F)(F)F. The catalyst is CN(C=O)C.O. The product is [CH:1]([N:4]1[CH:8]=[CH:7][C:6]([CH:9]([N:14]2[CH2:20][CH2:19][CH2:18][N:17]([C:21]3[C:22]([O:31][CH3:32])=[CH:23][CH:24]=[C:25]4[C:30]=3[N:29]=[CH:28][CH:27]=[CH:26]4)[CH2:16][CH2:15]2)[CH2:10][C:11]([NH:40][CH2:39][CH2:38][N:33]2[CH2:37][CH2:36][CH2:35][CH2:34]2)=[O:13])=[N:5]1)([CH3:3])[CH3:2]. The yield is 0.860.